Dataset: Retrosynthesis with 50K atom-mapped reactions and 10 reaction types from USPTO. Task: Predict the reactants needed to synthesize the given product. (1) Given the product CC(CCCl)C(=O)Nc1cc(C(C)(C)C)ns1, predict the reactants needed to synthesize it. The reactants are: CC(C)(C)c1cc(N)sn1.CC(CCCl)C(=O)O. (2) Given the product CC(C)(C)OC(=O)CN(Cc1ccncc1)S(=O)(=O)c1ccc2c(Cl)cnc(NC(=N)N)c2c1, predict the reactants needed to synthesize it. The reactants are: CC(C)(C)OC(=O)CN(Cc1ccncc1)S(=O)(=O)c1ccc2c(Cl)cnc(Cl)c2c1.N=C(N)N. (3) The reactants are: CCOC(=O)c1cnc(NC(C)C)c(C#N)c1. Given the product CC(C)Nc1ncc(C(=O)O)cc1C#N, predict the reactants needed to synthesize it. (4) Given the product Cc1cc(Cl)cc(Cl)c1S(=O)(=O)Nc1nc(-c2ccc(Cl)s2)cs1, predict the reactants needed to synthesize it. The reactants are: Cc1cc(Cl)cc(Cl)c1S(=O)(=O)Cl.Nc1nc(-c2ccc(Cl)s2)cs1. (5) Given the product CN(C[C@@H](N)C[C@H]1CC[C@H](F)CC1)C(=O)OCc1ccccc1, predict the reactants needed to synthesize it. The reactants are: CN(C[C@H](C[C@H]1CC[C@H](F)CC1)NC(=O)OC(C)(C)C)C(=O)OCc1ccccc1. (6) The reactants are: Nc1cnc(Br)cn1.O=C(Cl)c1c(F)cccc1F. Given the product O=C(Nc1cnc(Br)cn1)c1c(F)cccc1F, predict the reactants needed to synthesize it. (7) The reactants are: Fc1ccc(-c2ccncc2)cc1.O=C(OO)c1cccc(Cl)c1. Given the product [O-][n+]1ccc(-c2ccc(F)cc2)cc1, predict the reactants needed to synthesize it. (8) Given the product CN(C(=O)OC(C)(C)C)c1cc(Oc2ccc(Oc3ccccc3)cc2)ccc1[N+](=O)[O-], predict the reactants needed to synthesize it. The reactants are: CN(C(=O)OC(C)(C)C)c1cc(Cl)ccc1[N+](=O)[O-].Oc1ccc(Oc2ccccc2)cc1. (9) Given the product Cc1onc(-c2ccccc2)c1COc1cnc2ccccc2n1, predict the reactants needed to synthesize it. The reactants are: Cc1onc(-c2ccccc2)c1CO.Oc1cnc2ccccc2n1. (10) The reactants are: COC(=O)[C@H](Cc1ccc(C(F)(F)F)cc1)C(=O)OC(C)(C)C. Given the product CC(C)(C)OC(=O)[C@@H](Cc1ccc(C(F)(F)F)cc1)C(=O)O, predict the reactants needed to synthesize it.